Dataset: Forward reaction prediction with 1.9M reactions from USPTO patents (1976-2016). Task: Predict the product of the given reaction. Given the reactants [O:1]1[C:10]2[C:5](=[N:6][CH:7]=[CH:8][CH:9]=2)[CH2:4][CH2:3][CH2:2]1, predict the reaction product. The product is: [O:1]1[CH:10]2[CH:5]([NH:6][CH2:7][CH2:8][CH2:9]2)[CH2:4][CH2:3][CH2:2]1.